Task: Predict the reaction yield, written as a fraction of the theoretical maximum amount of product (1.0 means a 100% yield; for example, 0.34 means a 34% yield).. Dataset: Reaction yield outcomes from USPTO patents with 853,638 reactions (1) The reactants are [O:1]([C:9]1[CH:14]=[CH:13][C:12]([C:15]([C:20]2[CH:25]=[CH:24][C:23]([C:26]#[C:27][CH:28]([OH:33])[C:29]([CH3:32])([CH3:31])[CH3:30])=[C:22]([CH3:34])[CH:21]=2)([CH2:18][CH3:19])[CH2:16][CH3:17])=[CH:11][C:10]=1[CH3:35])[Si:2]([C:5]([CH3:8])([CH3:7])[CH3:6])([CH3:4])[CH3:3].[H-].[H-].[H-].[H-].[Li+].[Al+3]. The catalyst is C1COCC1. The product is [O:1]([C:9]1[CH:14]=[CH:13][C:12]([C:15]([C:20]2[CH:25]=[CH:24][C:23](/[CH:26]=[CH:27]/[CH:28]([OH:33])[C:29]([CH3:32])([CH3:31])[CH3:30])=[C:22]([CH3:34])[CH:21]=2)([CH2:16][CH3:17])[CH2:18][CH3:19])=[CH:11][C:10]=1[CH3:35])[Si:2]([C:5]([CH3:6])([CH3:7])[CH3:8])([CH3:3])[CH3:4]. The yield is 0.680. (2) The reactants are [C:1]1(=O)[CH2:4][CH2:3][CH2:2]1.C(O)(=O)C.[N:10]1([C:16]([O:18][C:19]([CH3:22])([CH3:21])[CH3:20])=[O:17])[CH2:15][CH2:14][NH:13][CH2:12][CH2:11]1.C([BH3-])#N.[Na+]. The catalyst is C1COCC1.O. The product is [CH:1]1([N:13]2[CH2:12][CH2:11][N:10]([C:16]([O:18][C:19]([CH3:22])([CH3:21])[CH3:20])=[O:17])[CH2:15][CH2:14]2)[CH2:4][CH2:3][CH2:2]1. The yield is 0.535. (3) The reactants are [F:1][C:2]1[CH:3]=[C:4]([OH:11])[CH:5]=[CH:6][C:7]=1[N+:8]([O-])=O. The catalyst is C(OCC)(=O)C.O1CCCC1.[C].[Pd]. The product is [NH2:8][C:7]1[CH:6]=[CH:5][C:4]([OH:11])=[CH:3][C:2]=1[F:1]. The yield is 0.406. (4) The reactants are C([O:4][C:5]([C:7]1[N:8]=[C:9]([N:12]2[CH2:15][CH:14]([S:16][C:17]3[C@H:18]([CH3:48])[C@@H:19]4[C@@H:36]([C@H:37]([O:39][Si:40]([C:43]([CH3:46])([CH3:45])[CH3:44])([CH3:42])[CH3:41])[CH3:38])[C:35](=[O:47])[N:20]4[C:21]=3[C:22]([O:24][CH2:25][C:26]3[CH:31]=[CH:30][C:29]([N+:32]([O-:34])=[O:33])=[CH:28][CH:27]=3)=[O:23])[CH2:13]2)[S:10][CH:11]=1)=[O:6])C=C.CC1(C)CC(=O)CC(=O)C1.C1(P(C2C=CC=CC=2)C2C=CC=CC=2)C=CC=CC=1. The catalyst is C(Cl)Cl.C1C=CC([P]([Pd]([P](C2C=CC=CC=2)(C2C=CC=CC=2)C2C=CC=CC=2)([P](C2C=CC=CC=2)(C2C=CC=CC=2)C2C=CC=CC=2)[P](C2C=CC=CC=2)(C2C=CC=CC=2)C2C=CC=CC=2)(C2C=CC=CC=2)C2C=CC=CC=2)=CC=1. The product is [C:5]([C:7]1[N:8]=[C:9]([N:12]2[CH2:13][CH:14]([S:16][C:17]3[C@H:18]([CH3:48])[C@@H:19]4[C@@H:36]([C@H:37]([O:39][Si:40]([C:43]([CH3:46])([CH3:45])[CH3:44])([CH3:41])[CH3:42])[CH3:38])[C:35](=[O:47])[N:20]4[C:21]=3[C:22]([O:24][CH2:25][C:26]3[CH:27]=[CH:28][C:29]([N+:32]([O-:34])=[O:33])=[CH:30][CH:31]=3)=[O:23])[CH2:15]2)[S:10][CH:11]=1)([OH:6])=[O:4]. The yield is 0.540. (5) The catalyst is C(Cl)Cl. The product is [NH2:15][C:16]1[C:21]([C:22]([NH:1][C:2]2[CH:7]=[CH:6][CH:5]=[CH:4][CH:3]=2)=[O:23])=[CH:20][N:19]=[CH:18][N:17]=1. The yield is 0.240. The reactants are [NH2:1][C:2]1[CH:7]=[CH:6][CH:5]=[CH:4][CH:3]=1.C[Al](C)C.C([NH:15][C:16]1[C:21]([C:22](OCC)=[O:23])=[CH:20][N:19]=[CH:18][N:17]=1)(=O)C. (6) The reactants are CO[C:3]1[CH:4]=[C:5](CCCCCCCCC2C=CC(N)=CC=2)[C:6]2[C:11]([C:12]=1OC)=[CH:10][CH:9]=[CH:8][CH:7]=2.CCN(CC)CC.Cl[C:38]1[C:39]2[C:44]([N:45]=[C:46]3[C:51]=1[CH:50]=[CH:49][CH:48]=[CH:47]3)=[CH:43][CH:42]=[CH:41][CH:40]=2. The catalyst is CO. The product is [C:10]1([C:40]2[C:39]3[C:44](=[N:45][C:46]4[C:51]([CH:38]=3)=[CH:50][CH:49]=[CH:48][CH:47]=4)[CH:43]=[CH:42][CH:41]=2)[C:11]2[C:6](=[CH:5][CH:4]=[CH:3][CH:12]=2)[CH:7]=[CH:8][CH:9]=1. The yield is 0.820. (7) The reactants are [Cl:1][C:2]1[CH:7]=[CH:6][C:5]([CH:8]([CH2:13]C(OC(C)(C)C)=O)[C:9]([O:11][CH3:12])=[O:10])=[CH:4][CH:3]=1.[C:21]([OH:27])(C(F)(F)F)=[O:22].C1(P([N:42]=[N+]=[N-])(C2C=CC=CC=2)=O)C=CC=CC=1.C(N(CC)CC)C.[N-]=[N+]=[N-].[C:55]1([CH3:61])[CH:60]=CC=C[CH:56]=1. The catalyst is C(Cl)Cl.C(O)(C)(C)C.Cl[Sn](Cl)(Cl)Cl. The product is [C:55]([O:27][C:21]([NH:42][CH2:13][CH:8]([C:5]1[CH:4]=[CH:3][C:2]([Cl:1])=[CH:7][CH:6]=1)[C:9]([O:11][CH3:12])=[O:10])=[O:22])([CH3:61])([CH3:60])[CH3:56]. The yield is 0.790. (8) The reactants are [H-].[Na+].[Cl:3][C:4]1[CH:5]=[C:6]([CH2:11][C:12]#[N:13])[CH:7]=[CH:8][C:9]=1[Cl:10].Cl/[CH:15]=[CH:16]\[CH2:17][CH2:18]Cl.O. The catalyst is CS(C)=O. The product is [Cl:3][C:4]1[CH:5]=[C:6]([C:11]2([C:12]#[N:13])[CH2:18][CH:17]=[CH:16][CH2:15]2)[CH:7]=[CH:8][C:9]=1[Cl:10]. The yield is 0.430. (9) The reactants are [CH2:1]([N:3]([CH2:15][CH3:16])[CH2:4][CH2:5][CH2:6][O:7][C:8]1[CH:13]=[CH:12][C:11]([NH2:14])=[CH:10][CH:9]=1)[CH3:2].[F:17][C:18]1[CH:19]=[C:20]2[C:24](=[CH:25][CH:26]=1)[NH:23][C:22](=[O:27])[C:21]2=[CH:28]O. No catalyst specified. The product is [CH2:15]([N:3]([CH2:1][CH3:2])[CH2:4][CH2:5][CH2:6][O:7][C:8]1[CH:9]=[CH:10][C:11]([NH:14][CH:28]=[C:21]2[C:20]3[C:24](=[CH:25][CH:26]=[C:18]([F:17])[CH:19]=3)[NH:23][C:22]2=[O:27])=[CH:12][CH:13]=1)[CH3:16]. The yield is 0.410.